This data is from NCI-60 drug combinations with 297,098 pairs across 59 cell lines. The task is: Regression. Given two drug SMILES strings and cell line genomic features, predict the synergy score measuring deviation from expected non-interaction effect. (1) Drug 1: CC1=C(C(CCC1)(C)C)C=CC(=CC=CC(=CC(=O)O)C)C. Drug 2: CC1=C(C=C(C=C1)C(=O)NC2=CC(=CC(=C2)C(F)(F)F)N3C=C(N=C3)C)NC4=NC=CC(=N4)C5=CN=CC=C5. Cell line: TK-10. Synergy scores: CSS=2.19, Synergy_ZIP=3.69, Synergy_Bliss=7.47, Synergy_Loewe=0.0351, Synergy_HSA=0.693. (2) Drug 1: C1CCC(CC1)NC(=O)N(CCCl)N=O. Drug 2: C1=C(C(=O)NC(=O)N1)F. Cell line: NCI-H226. Synergy scores: CSS=27.0, Synergy_ZIP=1.44, Synergy_Bliss=6.11, Synergy_Loewe=8.10, Synergy_HSA=9.63.